From a dataset of Merck oncology drug combination screen with 23,052 pairs across 39 cell lines. Regression. Given two drug SMILES strings and cell line genomic features, predict the synergy score measuring deviation from expected non-interaction effect. (1) Drug 1: CCC1(O)CC2CN(CCc3c([nH]c4ccccc34)C(C(=O)OC)(c3cc4c(cc3OC)N(C)C3C(O)(C(=O)OC)C(OC(C)=O)C5(CC)C=CCN6CCC43C65)C2)C1. Drug 2: CNC(=O)c1cc(Oc2ccc(NC(=O)Nc3ccc(Cl)c(C(F)(F)F)c3)cc2)ccn1. Cell line: RPMI7951. Synergy scores: synergy=-5.65. (2) Drug 1: O=C(O)C1(Cc2cccc(Nc3nccs3)n2)CCC(Oc2cccc(Cl)c2F)CC1. Drug 2: COC1CC2CCC(C)C(O)(O2)C(=O)C(=O)N2CCCCC2C(=O)OC(C(C)CC2CCC(OP(C)(C)=O)C(OC)C2)CC(=O)C(C)C=C(C)C(O)C(OC)C(=O)C(C)CC(C)C=CC=CC=C1C. Cell line: MDAMB436. Synergy scores: synergy=9.82. (3) Drug 1: COc1cc(C2c3cc4c(cc3C(OC3OC5COC(C)OC5C(O)C3O)C3COC(=O)C23)OCO4)cc(OC)c1O. Drug 2: NC(=O)c1cccc2cn(-c3ccc(C4CCCNC4)cc3)nc12. Cell line: NCIH23. Synergy scores: synergy=-149.